From a dataset of Full USPTO retrosynthesis dataset with 1.9M reactions from patents (1976-2016). Predict the reactants needed to synthesize the given product. Given the product [C:1]([O:4][C@H:5]1[C@H:10]([O:11][C:12](=[O:14])[CH3:13])[C@@H:9]([CH2:15][O:16][C:17](=[O:19])[CH3:18])[O:8][C@@H:7]([O:20][C@@H:21]2[C@H:30]([O:31][CH2:32][C:33]3[CH:38]=[CH:37][CH:36]=[CH:35][CH:34]=3)[C@@H:29]([O:39][CH2:40][C:41]3[CH:42]=[CH:43][CH:44]=[CH:45][CH:46]=3)[C@H:28]([CH3:47])[O:27][C@H:22]2[OH:23])[C@@H:6]1[NH:48][C:49](=[O:54])[C:50]([Cl:53])([Cl:52])[Cl:51])(=[O:3])[CH3:2], predict the reactants needed to synthesize it. The reactants are: [C:1]([O:4][C@H:5]1[C@H:10]([O:11][C:12](=[O:14])[CH3:13])[C@@H:9]([CH2:15][O:16][C:17](=[O:19])[CH3:18])[O:8][C@@H:7]([O:20][C@@H:21]2[C@H:30]([O:31][CH2:32][C:33]3[CH:38]=[CH:37][CH:36]=[CH:35][CH:34]=3)[C@@H:29]([O:39][CH2:40][C:41]3[CH:46]=[CH:45][CH:44]=[CH:43][CH:42]=3)[C@H:28]([CH3:47])[O:27][C@H:22]2[O:23]CC=C)[C@@H:6]1[NH:48][C:49](=[O:54])[C:50]([Cl:53])([Cl:52])[Cl:51])(=[O:3])[CH3:2].